Dataset: Forward reaction prediction with 1.9M reactions from USPTO patents (1976-2016). Task: Predict the product of the given reaction. (1) The product is: [C:5]([C:9]1[O:13][C:12]([CH2:14][NH2:15])=[CH:11][CH:10]=1)([CH3:8])([CH3:6])[CH3:7]. Given the reactants CO.CN.[C:5]([C:9]1[O:13][C:12]([CH2:14][N:15]2C(=O)C3=CC=CC=C3C2=O)=[CH:11][CH:10]=1)([CH3:8])([CH3:7])[CH3:6], predict the reaction product. (2) Given the reactants [Cl:1][C:2]1[CH:22]=[CH:21][C:5]([CH2:6][N:7]2[C:15](=[O:16])[C:14]3[N:13]([CH3:17])[C:12]([CH2:18][CH3:19])=[N:11][C:10]=3[NH:9][C:8]2=[O:20])=[CH:4][CH:3]=1.C([O-])([O-])=O.[Cs+].[Cs+].[CH2:29](Br)[C:30]1[CH:35]=[CH:34][CH:33]=[CH:32][CH:31]=1, predict the reaction product. The product is: [CH2:29]([N:9]1[C:10]2[N:11]=[C:12]([CH2:18][CH3:19])[N:13]([CH3:17])[C:14]=2[C:15](=[O:16])[N:7]([CH2:6][C:5]2[CH:21]=[CH:22][C:2]([Cl:1])=[CH:3][CH:4]=2)[C:8]1=[O:20])[C:30]1[CH:35]=[CH:34][CH:33]=[CH:32][CH:31]=1. (3) Given the reactants [CH:1]([NH:3][C:4]1[CH:13]=[CH:12][C:7]([C:8]([O:10][CH3:11])=[O:9])=[CH:6][CH:5]=1)=O.CCN(C(C)C)C(C)C.P(Cl)(Cl)(Cl)=O, predict the reaction product. The product is: [N+:3]([C:4]1[CH:13]=[CH:12][C:7]([C:8]([O:10][CH3:11])=[O:9])=[CH:6][CH:5]=1)#[C-:1]. (4) Given the reactants [OH:1][CH2:2][CH2:3][O:4][CH2:5][CH2:6][NH:7][C:8]([C:10]1[CH:11]=[C:12]([CH:16]=[CH:17][CH:18]=1)[C:13]([OH:15])=O)=[O:9].CN(C(ON1N=NC2C=CC=NC1=2)=[N+](C)C)C.F[P-](F)(F)(F)(F)F.C(N(CC)C(C)C)(C)C.[NH2:52][C:53]1[CH:75]=[CH:74][C:73]([N:76]2[CH2:81][CH2:80][CH2:79][CH2:78][CH2:77]2)=[CH:72][C:54]=1[C:55]([NH:57][C:58]1[N:63]=[CH:62][C:61]([C:64]2[CH:69]=[CH:68][C:67]([CH3:70])=[C:66]([CH3:71])[CH:65]=2)=[CH:60][N:59]=1)=[O:56], predict the reaction product. The product is: [CH3:71][C:66]1[CH:65]=[C:64]([C:61]2[CH:60]=[N:59][C:58]([NH:57][C:55]([C:54]3[CH:72]=[C:73]([N:76]4[CH2:81][CH2:80][CH2:79][CH2:78][CH2:77]4)[CH:74]=[CH:75][C:53]=3[NH:52][C:13](=[O:15])[C:12]3[CH:16]=[CH:17][CH:18]=[C:10]([C:8]([NH:7][CH2:6][CH2:5][O:4][CH2:3][CH2:2][OH:1])=[O:9])[CH:11]=3)=[O:56])=[N:63][CH:62]=2)[CH:69]=[CH:68][C:67]=1[CH3:70]. (5) Given the reactants [CH2:1]([CH:4]([CH2:13][CH2:14][CH3:15])[C:5]([O:7][CH2:8][CH2:9][C:10]([OH:12])=[O:11])=[O:6])[CH2:2][CH3:3].[CH2:16]1[O:21][CH:20]([C:22]2[CH:27]=[CH:26][CH:25]=[CH:24][CH:23]=2)[O:19][CH2:18][CH:17]1O.C(N(CC)CC)C, predict the reaction product. The product is: [CH2:13]([CH:4]([CH2:1][CH2:2][CH3:3])[C:5]([O:7][CH2:8][CH2:9][C:10](=[O:12])[O:11][CH:17]1[CH2:18][O:19][CH:20]([C:22]2[CH:23]=[CH:24][CH:25]=[CH:26][CH:27]=2)[O:21][CH2:16]1)=[O:6])[CH2:14][CH3:15].